Dataset: Forward reaction prediction with 1.9M reactions from USPTO patents (1976-2016). Task: Predict the product of the given reaction. (1) Given the reactants Cl[C:2]1[CH:7]=[CH:6][C:5]([S:8]([NH2:11])(=[O:10])=[O:9])=[CH:4][C:3]=1[N+]([O-])=O.[O:15]1[CH2:20][CH2:19][CH:18]([CH2:21][NH2:22])[CH2:17][CH2:16]1.Cl.Cl.[CH3:25][N:26]1CCN(N)CC1, predict the reaction product. The product is: [C:25]([C:3]1[CH:4]=[C:5]([S:8]([NH2:11])(=[O:10])=[O:9])[CH:6]=[CH:7][C:2]=1[NH:22][CH2:21][CH:18]1[CH2:19][CH2:20][O:15][CH2:16][CH2:17]1)#[N:26]. (2) The product is: [C:1]([O:5][C:6](=[O:36])[CH2:7][CH:8]([O:29][Si:30]([CH2:34][CH3:35])([CH2:32][CH3:33])[CH3:31])[C:9]([CH3:27])([CH3:28])[C:10](=[O:26])[CH:11]([CH3:25])[CH:12]([O:24][Si:45]([C:48]([CH3:51])([CH3:50])[CH3:49])([CH3:47])[CH3:46])[CH:13]([CH3:23])[CH2:14][O:15][CH2:16][C:17]1[CH:18]=[CH:19][CH:20]=[CH:21][CH:22]=1)([CH3:4])([CH3:2])[CH3:3]. Given the reactants [C:1]([O:5][C:6](=[O:36])[CH2:7][CH:8]([O:29][Si:30]([CH2:34][CH3:35])([CH2:32][CH3:33])[CH3:31])[C:9]([CH3:28])([CH3:27])[C:10](=[O:26])[CH:11]([CH3:25])[CH:12]([OH:24])[CH:13]([CH3:23])[CH2:14][O:15][CH2:16][C:17]1[CH:22]=[CH:21][CH:20]=[CH:19][CH:18]=1)([CH3:4])([CH3:3])[CH3:2].N1C(C)=CC=CC=1C.[Si:45](OS(C(F)(F)F)(=O)=O)([C:48]([CH3:51])([CH3:50])[CH3:49])([CH3:47])[CH3:46], predict the reaction product. (3) Given the reactants C([O:3][C:4]([C:6]1[N:7]=[N:8][N:9]([C:11]2[CH:16]=[CH:15][CH:14]=[C:13]([Cl:17])[CH:12]=2)[N:10]=1)=[O:5])C.O.[Li+].[OH-], predict the reaction product. The product is: [Cl:17][C:13]1[CH:12]=[C:11]([N:9]2[N:8]=[N:7][C:6]([C:4]([OH:5])=[O:3])=[N:10]2)[CH:16]=[CH:15][CH:14]=1. (4) Given the reactants [O-]CC.[Na+].[Cl:5][C:6]1[CH:11]=[CH:10][C:9]([C:12]2[N:16]([CH2:17][C@H:18]([OH:23])[C:19]([F:22])([F:21])[F:20])[C:15](=[O:24])[N:14]([CH2:25][C:26]([NH:28][NH2:29])=O)[N:13]=2)=[CH:8][CH:7]=1.Cl.[OH:31][CH2:32][C:33](N)=[NH:34], predict the reaction product. The product is: [Cl:5][C:6]1[CH:11]=[CH:10][C:9]([C:12]2[N:16]([CH2:17][C@H:18]([OH:23])[C:19]([F:20])([F:21])[F:22])[C:15](=[O:24])[N:14]([CH2:25][C:26]3[N:34]=[C:33]([CH2:32][OH:31])[NH:29][N:28]=3)[N:13]=2)=[CH:8][CH:7]=1. (5) Given the reactants [CH:1]([O:4][C:5](=[O:29])[NH:6][C:7]1[CH:12]=[CH:11][C:10]([C:13]2[N:14]([CH:25]3[CH2:28][CH2:27][CH2:26]3)[C:15]3[C:20]([C:21]=2[C:22]#[N:23])=[CH:19][CH:18]=[C:17]([OH:24])[CH:16]=3)=[CH:9][CH:8]=1)([CH3:3])[CH3:2].C([O-])([O-])=O.[K+].[K+].CC1(C)[O:41][CH:40]([CH2:42][CH2:43]OS(C2C=CC([N+]([O-])=O)=CC=2)(=O)=O)[CH2:39][O:38]1.O, predict the reaction product. The product is: [CH:1]([O:4][C:5](=[O:29])[NH:6][C:7]1[CH:8]=[CH:9][C:10]([C:13]2[N:14]([CH:25]3[CH2:28][CH2:27][CH2:26]3)[C:15]3[C:20]([C:21]=2[C:22]#[N:23])=[CH:19][CH:18]=[C:17]([O:24][CH2:43][CH2:42][CH:40]([OH:41])[CH2:39][OH:38])[CH:16]=3)=[CH:11][CH:12]=1)([CH3:3])[CH3:2]. (6) Given the reactants [F:1][C:2]1[CH:3]=[C:4]([C:8]([CH:14]2[CH2:18][CH2:17][CH2:16][CH2:15]2)([CH3:13])[C:9]([O:11][CH3:12])=[O:10])[CH:5]=[CH:6][CH:7]=1.OC1[CH2:25][CH2:24][N:23]([CH3:26])[CH2:22][CH2:21]1, predict the reaction product. The product is: [F:1][C:2]1[CH:3]=[C:4]([C:8]([CH:14]2[CH2:15][CH2:16][CH2:17][CH2:18]2)([CH3:13])[C:9]([O:11][CH:12]2[CH2:25][CH2:24][N:23]([CH3:26])[CH2:22][CH2:21]2)=[O:10])[CH:5]=[CH:6][CH:7]=1. (7) Given the reactants Cl[C:2]1[N:3]=[C:4]([C:16]2[C:24]3[C:19](=[N:20][C:21]([CH3:26])=[C:22]([F:25])[CH:23]=3)[N:18]([CH2:27][C:28]3[CH:33]=[CH:32][C:31]([O:34][CH3:35])=[CH:30][CH:29]=3)[N:17]=2)[N:5]=[N:6][C:7]=1[C:8]1([C:11](OCC)=[O:12])[CH2:10][CH2:9]1.[NH3:36], predict the reaction product. The product is: [F:25][C:22]1[CH:23]=[C:24]2[C:16]([C:4]3[N:5]=[N:6][C:7]4[C:8]5([CH2:10][CH2:9]5)[C:11](=[O:12])[NH:36][C:2]=4[N:3]=3)=[N:17][N:18]([CH2:27][C:28]3[CH:29]=[CH:30][C:31]([O:34][CH3:35])=[CH:32][CH:33]=3)[C:19]2=[N:20][C:21]=1[CH3:26].